This data is from Catalyst prediction with 721,799 reactions and 888 catalyst types from USPTO. The task is: Predict which catalyst facilitates the given reaction. (1) Reactant: [CH2:1]([O:3][C:4](=[O:25])[CH2:5][N:6]1[C:14](=[O:15])[C:13]2[C:8](=[CH:9][CH:10]=[C:11]([O:16][C:17]3[CH:22]=[CH:21][C:20]([OH:23])=[CH:19][CH:18]=3)[CH:12]=2)[C:7]1=[O:24])[CH3:2].Br[CH2:27][CH2:28][CH3:29].C(=O)([O-])[O-].[K+].[K+]. Product: [CH2:1]([O:3][C:4](=[O:25])[CH2:5][N:6]1[C:14](=[O:15])[C:13]2[C:8](=[CH:9][CH:10]=[C:11]([O:16][C:17]3[CH:22]=[CH:21][C:20]([O:23][CH2:27][CH2:28][CH3:29])=[CH:19][CH:18]=3)[CH:12]=2)[C:7]1=[O:24])[CH3:2]. The catalyst class is: 21. (2) Reactant: [Br:1][C:2]1[C:7](=[O:8])[N:6]([CH2:9][C:10]([NH:12][CH2:13][C:14]2[CH:19]=[CH:18][N:17]=[CH:16][CH:15]=2)=[O:11])[N:5]=[C:4]([N+:20]([O-])=O)[C:3]=1[NH:23][C@@H:24]1[CH2:29][C@@H:28]2[CH2:30][C@@H:26]([C:27]2([CH3:32])[CH3:31])[C@H:25]1[CH3:33].O.O.[Sn](Cl)Cl.[OH-].[Na+]. Product: [NH2:20][C:4]1[C:3]([NH:23][C@@H:24]2[CH2:29][C@@H:28]3[CH2:30][C@@H:26]([C:27]3([CH3:31])[CH3:32])[C@H:25]2[CH3:33])=[C:2]([Br:1])[C:7](=[O:8])[N:6]([CH2:9][C:10]([NH:12][CH2:13][C:14]2[CH:15]=[CH:16][N:17]=[CH:18][CH:19]=2)=[O:11])[N:5]=1. The catalyst class is: 13. (3) Reactant: [CH2:1]([O:3][C:4](=[O:18])[C:5]1[CH:10]=[C:9]([C:11]([F:14])([F:13])[F:12])[C:8]([CH:15]=[O:16])=[CH:7][C:6]=1[NH2:17])[CH3:2]. Product: [NH2:17][C:6]1[CH:7]=[C:8]([CH2:15][OH:16])[C:9]([C:11]([F:12])([F:13])[F:14])=[CH:10][C:5]=1[C:4]([O:3][CH2:1][CH3:2])=[O:18]. The catalyst class is: 5. (4) Reactant: [C:1]([O:5][C:6]([N:8]1[CH2:13][CH2:12][CH2:11][C@H:10]([C:14](=[NH:17])[NH:15][OH:16])[CH2:9]1)=[O:7])([CH3:4])([CH3:3])[CH3:2].[F:18][C:19]1[CH:24]=[CH:23][C:22]([CH2:25][C:26](O)=O)=[CH:21][CH:20]=1.C1C=CC2N(O)N=NC=2C=1.CCN=C=NCCCN(C)C.Cl.C(N(CC)CC)C. Product: [C:1]([O:5][C:6]([N:8]1[CH2:13][CH2:12][CH2:11][C@H:10]([C:14]2[N:17]=[C:26]([CH2:25][C:22]3[CH:23]=[CH:24][C:19]([F:18])=[CH:20][CH:21]=3)[O:16][N:15]=2)[CH2:9]1)=[O:7])([CH3:4])([CH3:2])[CH3:3]. The catalyst class is: 12. (5) The catalyst class is: 54. Reactant: Br[C:2]1[CH:7]=[CH:6][CH:5]=[CH:4][C:3]=1[CH:8]([CH3:10])[CH3:9].[Mg].[Cl:12][C:13]1[CH:14]=[C:15]2[C:19](=[CH:20][CH:21]=1)[NH:18][C:17](=[O:22])[C:16]2=[O:23].Cl. Product: [Cl:12][C:13]1[CH:14]=[C:15]2[C:19](=[CH:20][CH:21]=1)[NH:18][C:17](=[O:22])[C:16]2([OH:23])[C:2]1[CH:7]=[CH:6][CH:5]=[CH:4][C:3]=1[CH:8]([CH3:10])[CH3:9]. (6) Product: [CH:46]1([N:49]2[CH2:54][CH2:53][N:52]([CH2:6][C:7]3[N:12]=[CH:11][C:10]4[N:13]=[CH:14][N:15]([C:16]5[S:17][C:18]([C:34]([NH2:35])=[O:36])=[C:19]([O:21][C@@H:22]([C:24]6[CH:29]=[CH:28][CH:27]=[CH:26][C:25]=6[C:30]([F:33])([F:31])[F:32])[CH3:23])[CH:20]=5)[C:9]=4[CH:8]=3)[CH2:51][CH2:50]2)[CH2:48][CH2:47]1. Reactant: CS(O[CH2:6][C:7]1[N:12]=[CH:11][C:10]2[N:13]=[CH:14][N:15]([C:16]3[S:17][C:18]([C:34](=[O:36])[NH2:35])=[C:19]([O:21][C@@H:22]([C:24]4[CH:29]=[CH:28][CH:27]=[CH:26][C:25]=4[C:30]([F:33])([F:32])[F:31])[CH3:23])[CH:20]=3)[C:9]=2[CH:8]=1)(=O)=O.C(N(CC)CC)C.Cl.Cl.[CH:46]1([N:49]2[CH2:54][CH2:53][NH:52][CH2:51][CH2:50]2)[CH2:48][CH2:47]1. The catalyst class is: 4. (7) Reactant: [F:1][C:2]1[CH:10]=[C:9]2[C:5]([C:6](/[CH:11]=[C:12](/[N+:14]([O-])=O)\[CH3:13])=[CH:7][NH:8]2)=[CH:4][CH:3]=1.C[Si](Cl)(C)C.B.C1COCC1. Product: [F:1][C:2]1[CH:10]=[C:9]2[C:5]([C:6]([CH2:11][CH:12]([NH2:14])[CH3:13])=[CH:7][NH:8]2)=[CH:4][CH:3]=1. The catalyst class is: 1.